From a dataset of Full USPTO retrosynthesis dataset with 1.9M reactions from patents (1976-2016). Predict the reactants needed to synthesize the given product. (1) Given the product [CH2:54]([NH:55][C:12]([C:9]1[CH:10]=[C:11]2[C:6](=[CH:7][CH:8]=1)[CH:5]=[N:4][CH:3]=[C:2]2[Br:1])=[O:14])[C:48]1[CH:53]=[CH:52][CH:51]=[CH:50][CH:49]=1, predict the reactants needed to synthesize it. The reactants are: [Br:1][C:2]1[C:11]2[C:6](=[CH:7][CH:8]=[C:9]([C:12]([OH:14])=O)[CH:10]=2)[CH:5]=[N:4][CH:3]=1.C(N(CC)C(C)C)(C)C.F[P-](F)(F)(F)(F)F.N1(OC(N(C)C)=[N+](C)C)C2N=CC=CC=2N=N1.[C:48]1([CH2:54][NH2:55])[CH:53]=[CH:52][CH:51]=[CH:50][CH:49]=1. (2) Given the product [CH3:22][C:20]1[S:19][C:9]2[N:10]=[C:11]([CH2:13][CH2:14][C:15]([F:18])([F:17])[F:16])[N:12]=[C:7]([S:24][CH3:23])[C:8]=2[CH:21]=1, predict the reactants needed to synthesize it. The reactants are: C1COCC1.Cl[C:7]1[C:8]2[CH:21]=[C:20]([CH3:22])[S:19][C:9]=2[N:10]=[C:11]([CH2:13][CH2:14][C:15]([F:18])([F:17])[F:16])[N:12]=1.[CH3:23][SH:24].[Na]. (3) Given the product [Cl:10][C:9]1[N:8]=[C:15]([Cl:16])[N:14]=[C:12]([O:6][CH2:5][CH:3]2[CH2:4][C:2]2([F:7])[F:1])[N:11]=1, predict the reactants needed to synthesize it. The reactants are: [F:1][C:2]1([F:7])[CH2:4][CH:3]1[CH2:5][OH:6].[N:8]1[C:15]([Cl:16])=[N:14][C:12](Cl)=[N:11][C:9]=1[Cl:10].CCN(C(C)C)C(C)C. (4) Given the product [S:35]1[C:36]2[CH:41]=[CH:40][CH:39]=[CH:38][C:37]=2[C:33]([N:27]2[CH2:28][CH2:29][N:30]([CH2:8][CH2:9][CH2:10][C:11]3[CH:12]=[C:13]4[C:18](=[C:19]([CH2:21][CH3:22])[CH:20]=3)[NH:17][C:16](=[O:23])[CH2:15][C:14]4([CH3:25])[CH3:24])[CH2:31][CH2:32]2)=[N:34]1, predict the reactants needed to synthesize it. The reactants are: C(=O)([O-])[O-].[K+].[K+].Cl[CH2:8][CH2:9][CH2:10][C:11]1[CH:12]=[C:13]2[C:18](=[C:19]([CH2:21][CH3:22])[CH:20]=1)[NH:17][C:16](=[O:23])[CH2:15][C:14]2([CH3:25])[CH3:24].Cl.[N:27]1([C:33]2[C:37]3[CH:38]=[CH:39][CH:40]=[CH:41][C:36]=3[S:35][N:34]=2)[CH2:32][CH2:31][NH:30][CH2:29][CH2:28]1.